This data is from Full USPTO retrosynthesis dataset with 1.9M reactions from patents (1976-2016). The task is: Predict the reactants needed to synthesize the given product. (1) Given the product [CH3:23][C:24]1([CH3:62])[N:28]([C:29]([O:31][C:32]([CH3:35])([CH3:34])[CH3:33])=[O:30])[C@@:27]([CH3:61])([C:36]2[S:10][C:40]([C:41]3[CH:46]=[CH:45][C:44]([O:47][CH2:48][CH2:49][CH2:50][CH2:51][CH2:52][CH2:53][CH2:54][CH3:55])=[C:43]([C:56]([F:59])([F:58])[F:57])[CH:42]=3)=[N:39][N:38]=2)[CH2:26][O:25]1, predict the reactants needed to synthesize it. The reactants are: COC1C=CC(P2(SP(C3C=CC(OC)=CC=3)(=S)S2)=[S:10])=CC=1.[CH3:23][C:24]1([CH3:62])[N:28]([C:29]([O:31][C:32]([CH3:35])([CH3:34])[CH3:33])=[O:30])[C@:27]([CH3:61])([C:36]([NH:38][NH:39][C:40](=O)[C:41]2[CH:46]=[CH:45][C:44]([O:47][CH2:48][CH2:49][CH2:50][CH2:51][CH2:52][CH2:53][CH2:54][CH3:55])=[C:43]([C:56]([F:59])([F:58])[F:57])[CH:42]=2)=O)[CH2:26][O:25]1.C([O-])(O)=O.[Na+].CCCCCCC. (2) Given the product [F:21][C:20]([F:23])([F:22])[C:18]([OH:24])=[O:19].[CH3:15][C:8]([NH2:7])([CH3:16])[CH2:9][CH2:10][CH2:11][N+:12]([O-:14])=[O:13], predict the reactants needed to synthesize it. The reactants are: C(OC(=O)[NH:7][C:8]([CH3:16])([CH3:15])[CH2:9][CH2:10][CH2:11][N+:12]([O-:14])=[O:13])(C)(C)C.[C:18]([OH:24])([C:20]([F:23])([F:22])[F:21])=[O:19]. (3) Given the product [CH2:6]([NH:5][CH:9]1[CH2:10][C:11]2[CH:12]=[C:13]([OH:19])[CH:14]=[CH:15][C:16]=2[CH2:17][CH2:18]1)[CH2:7][CH3:8], predict the reactants needed to synthesize it. The reactants are: FC(F)(F)C([N:5]([CH:9]1[CH2:18][CH2:17][C:16]2[C:11](=[CH:12][C:13]([OH:19])=[CH:14][CH:15]=2)[CH2:10]1)[CH2:6][CH2:7][CH3:8])=O. (4) Given the product [Cl:1][C:2]1[C:7]([N+:8]([O-:10])=[O:9])=[CH:6][CH:5]=[C:4]([Cl:11])[C:3]=1[C:12]1[C:13](=[O:22])[N:14]([CH3:24])[C:15]2[C:20]([CH:21]=1)=[CH:19][N:18]=[CH:17][CH:16]=2, predict the reactants needed to synthesize it. The reactants are: [Cl:1][C:2]1[C:7]([N+:8]([O-:10])=[O:9])=[CH:6][CH:5]=[C:4]([Cl:11])[C:3]=1[C:12]1[C:13](=[O:22])[NH:14][C:15]2[C:20]([CH:21]=1)=[CH:19][N:18]=[CH:17][CH:16]=2.I[CH3:24].